Task: Predict which catalyst facilitates the given reaction.. Dataset: Catalyst prediction with 721,799 reactions and 888 catalyst types from USPTO Reactant: [F:1][C:2]1[CH:3]=[N:4][CH:5]=[C:6]([CH:10]=1)[C:7]([OH:9])=O.Cl.C(N=C=NCCCN(C)C)C.[CH3:23][C:24]1[N:28]([CH2:29][C:30]2[N:35]=[CH:34][CH:33]=[CH:32][N:31]=2)[N:27]=[C:26]([NH2:36])[CH:25]=1. Product: [F:1][C:2]1[CH:3]=[N:4][CH:5]=[C:6]([CH:10]=1)[C:7]([NH:36][C:26]1[CH:25]=[C:24]([CH3:23])[N:28]([CH2:29][C:30]2[N:35]=[CH:34][CH:33]=[CH:32][N:31]=2)[N:27]=1)=[O:9]. The catalyst class is: 12.